This data is from CYP2D6 inhibition data for predicting drug metabolism from PubChem BioAssay. The task is: Regression/Classification. Given a drug SMILES string, predict its absorption, distribution, metabolism, or excretion properties. Task type varies by dataset: regression for continuous measurements (e.g., permeability, clearance, half-life) or binary classification for categorical outcomes (e.g., BBB penetration, CYP inhibition). Dataset: cyp2d6_veith. (1) The compound is COc1ccc(/C=N/NC(=O)Cc2csc(Nc3cccc(C(F)(F)F)c3)n2)cc1C. The result is 1 (inhibitor). (2) The drug is CO[C@@H]1COC(=O)[C@@H](CCSC)NC(=O)C/C=C\[C@@H](C)COC(=O)[C@H](C)NC(=O)C/C=C\[C@H]1C. The result is 0 (non-inhibitor). (3) The drug is CCOC(=O)C1(C(=O)O)NC(=O)CC1c1ccccc1. The result is 0 (non-inhibitor). (4) The drug is CN(C)C(=O)c1ccc(-c2nc(-n3ccnc3)c3ccccc3n2)cc1. The result is 1 (inhibitor). (5) The molecule is O=[n+]1c2c(n([O-])c3cc(F)c(F)cc31)CCCC2. The result is 0 (non-inhibitor).